Dataset: Forward reaction prediction with 1.9M reactions from USPTO patents (1976-2016). Task: Predict the product of the given reaction. (1) Given the reactants C([O:3][P:4]([CH2:9][CH2:10][C:11]([NH:29]C(OCC1C=CC=CC=1)=O)([CH3:28])[CH2:12][CH2:13][C:14]1[CH:19]=[CH:18][C:17]([CH2:20][CH2:21][CH2:22][CH2:23][CH2:24][CH2:25][CH2:26][CH3:27])=[CH:16][CH:15]=1)(=[O:8])[O:5]CC)C.I[Si](C)(C)C.CO, predict the reaction product. The product is: [NH2:29][C:11]([CH3:28])([CH2:12][CH2:13][C:14]1[CH:19]=[CH:18][C:17]([CH2:20][CH2:21][CH2:22][CH2:23][CH2:24][CH2:25][CH2:26][CH3:27])=[CH:16][CH:15]=1)[CH2:10][CH2:9][P:4](=[O:3])([OH:8])[OH:5]. (2) Given the reactants [Br:1][C:2]1[N:3]=[C:4]([CH2:21][CH3:22])[C:5]([NH:10][C@@H]2C3C(=CC=CC=3)C[C@@H]2O)=[N:6][C:7]=1[CH2:8][CH3:9].C(C1C(N[CH:34]2[C:43]3[C:38](=[CH:39][C:40]([O:44][CH3:45])=[CH:41][CH:42]=3)[CH2:37][CH2:36][CH2:35]2)=NC(CC)=CN=1)C, predict the reaction product. The product is: [Br:1][C:2]1[N:3]=[C:4]([CH2:21][CH3:22])[C:5]([NH:10][CH:34]2[C:43]3[C:38](=[CH:39][C:40]([O:44][CH3:45])=[CH:41][CH:42]=3)[CH2:37][CH2:36][CH2:35]2)=[N:6][C:7]=1[CH2:8][CH3:9].